From a dataset of HIV replication inhibition screening data with 41,000+ compounds from the AIDS Antiviral Screen. Binary Classification. Given a drug SMILES string, predict its activity (active/inactive) in a high-throughput screening assay against a specified biological target. (1) The molecule is Cc1cccc(C(=O)O)c1C(=O)c1cccc2ccccc12. The result is 0 (inactive). (2) The compound is CC(CO)C1OC(=O)C=C2C3(C)CC4OC4C4(C)C(=O)OC(C34)C3OC213. The result is 0 (inactive). (3) The compound is CC1=C(NC(=O)C(=O)NNC(=O)c2ccncc2)C(=O)c2ccccc2C1=O. The result is 0 (inactive). (4) The drug is O=C(Nc1ccccc1)c1ccccc1[Se][Se]c1ccccc1C(=O)Nc1ccccc1. The result is 0 (inactive). (5) The drug is O=C(COc1ccc(Cl)cc1)OC1CN2CCC1CC2. The result is 0 (inactive). (6) The compound is OCCN(CCO)c1ccc2c(-c3ccccc3)cc(N(CCO)CCO)nc2n1. The result is 0 (inactive). (7) The molecule is O=c1ccn(CC2(CO)CCCC2)c(=O)[nH]1. The result is 0 (inactive).